The task is: Regression. Given a peptide amino acid sequence and an MHC pseudo amino acid sequence, predict their binding affinity value. This is MHC class I binding data.. This data is from Peptide-MHC class I binding affinity with 185,985 pairs from IEDB/IMGT. (1) The peptide sequence is FLMQIAILV. The MHC is HLA-A02:02 with pseudo-sequence HLA-A02:02. The binding affinity (normalized) is 0.881. (2) The peptide sequence is RDRFKRTSF. The MHC is HLA-A80:01 with pseudo-sequence HLA-A80:01. The binding affinity (normalized) is 0.0847. (3) The peptide sequence is HLYSHPIIL. The MHC is HLA-A02:03 with pseudo-sequence HLA-A02:03. The binding affinity (normalized) is 0.730. (4) The peptide sequence is IRYPIIDIKW. The MHC is Mamu-B17 with pseudo-sequence Mamu-B17. The binding affinity (normalized) is 0.428. (5) The peptide sequence is YLCGFIKQK. The MHC is HLA-A31:01 with pseudo-sequence HLA-A31:01. The binding affinity (normalized) is 0.248. (6) The MHC is HLA-B15:17 with pseudo-sequence HLA-B15:17. The peptide sequence is GTPFPTLYY. The binding affinity (normalized) is 0.703. (7) The peptide sequence is SMKTVFQVF. The MHC is HLA-B08:01 with pseudo-sequence HLA-B08:01. The binding affinity (normalized) is 0.520.